Task: Predict which catalyst facilitates the given reaction.. Dataset: Catalyst prediction with 721,799 reactions and 888 catalyst types from USPTO (1) Reactant: [NH2:1][C:2]1[CH:11]=[CH:10][C:9]([CH3:12])=[CH:8][C:3]=1[C:4]([O:6][CH3:7])=[O:5].N1C=CC=CC=1.[CH3:19][S:20](Cl)(=[O:22])=[O:21].C(OCC)(=O)C.CCCCCC. Product: [CH3:12][C:9]1[CH:10]=[CH:11][C:2]([NH:1][S:20]([CH3:19])(=[O:22])=[O:21])=[C:3]([CH:8]=1)[C:4]([O:6][CH3:7])=[O:5]. The catalyst class is: 34. (2) Reactant: [NH:1]1[CH2:6][CH:5]=[C:4]([C:7]([OH:9])=[O:8])[CH2:3][CH2:2]1.Br[C:11]1[C:16]([Cl:17])=[CH:15][CH:14]=[CH:13][N:12]=1.C([O-])([O-])=O.[K+].[K+].C(O)(C(F)(F)F)=O. Product: [Cl:17][C:16]1[C:11]([N:1]2[CH2:2][CH:3]=[C:4]([C:7]([OH:9])=[O:8])[CH2:5][CH2:6]2)=[N:12][CH:13]=[CH:14][CH:15]=1. The catalyst class is: 16.